From a dataset of NCI-60 drug combinations with 297,098 pairs across 59 cell lines. Regression. Given two drug SMILES strings and cell line genomic features, predict the synergy score measuring deviation from expected non-interaction effect. (1) Drug 1: CCC1(CC2CC(C3=C(CCN(C2)C1)C4=CC=CC=C4N3)(C5=C(C=C6C(=C5)C78CCN9C7C(C=CC9)(C(C(C8N6C=O)(C(=O)OC)O)OC(=O)C)CC)OC)C(=O)OC)O.OS(=O)(=O)O. Drug 2: C1=NC2=C(N=C(N=C2N1C3C(C(C(O3)CO)O)F)Cl)N. Cell line: HOP-62. Synergy scores: CSS=24.8, Synergy_ZIP=1.03, Synergy_Bliss=1.45, Synergy_Loewe=-10.2, Synergy_HSA=5.74. (2) Drug 1: CC(C1=C(C=CC(=C1Cl)F)Cl)OC2=C(N=CC(=C2)C3=CN(N=C3)C4CCNCC4)N. Drug 2: CCN(CC)CCCC(C)NC1=C2C=C(C=CC2=NC3=C1C=CC(=C3)Cl)OC. Cell line: U251. Synergy scores: CSS=4.75, Synergy_ZIP=-5.86, Synergy_Bliss=-7.17, Synergy_Loewe=-7.76, Synergy_HSA=-7.92. (3) Drug 1: COC1=NC(=NC2=C1N=CN2C3C(C(C(O3)CO)O)O)N. Synergy scores: CSS=-5.00, Synergy_ZIP=-1.59, Synergy_Bliss=-8.80, Synergy_Loewe=-10.3, Synergy_HSA=-11.6. Cell line: CAKI-1. Drug 2: CNC(=O)C1=NC=CC(=C1)OC2=CC=C(C=C2)NC(=O)NC3=CC(=C(C=C3)Cl)C(F)(F)F. (4) Drug 1: C1=NC2=C(N1)C(=S)N=C(N2)N. Drug 2: CC1=C(C=C(C=C1)NC(=O)C2=CC=C(C=C2)CN3CCN(CC3)C)NC4=NC=CC(=N4)C5=CN=CC=C5. Cell line: SK-MEL-5. Synergy scores: CSS=25.5, Synergy_ZIP=-1.36, Synergy_Bliss=-6.16, Synergy_Loewe=-7.70, Synergy_HSA=-6.20. (5) Drug 1: CCC1=CC2CC(C3=C(CN(C2)C1)C4=CC=CC=C4N3)(C5=C(C=C6C(=C5)C78CCN9C7C(C=CC9)(C(C(C8N6C)(C(=O)OC)O)OC(=O)C)CC)OC)C(=O)OC.C(C(C(=O)O)O)(C(=O)O)O. Drug 2: CN(C)C1=NC(=NC(=N1)N(C)C)N(C)C. Cell line: K-562. Synergy scores: CSS=67.7, Synergy_ZIP=6.36, Synergy_Bliss=8.62, Synergy_Loewe=-49.7, Synergy_HSA=6.11. (6) Drug 1: CC12CCC3C(C1CCC2O)C(CC4=C3C=CC(=C4)O)CCCCCCCCCS(=O)CCCC(C(F)(F)F)(F)F. Drug 2: C1C(C(OC1N2C=NC(=NC2=O)N)CO)O. Cell line: KM12. Synergy scores: CSS=-4.43, Synergy_ZIP=9.70, Synergy_Bliss=4.44, Synergy_Loewe=-32.2, Synergy_HSA=-20.6.